This data is from Forward reaction prediction with 1.9M reactions from USPTO patents (1976-2016). The task is: Predict the product of the given reaction. (1) Given the reactants [CH3:1][C:2]1([CH3:8])[CH2:7][CH2:6][O:5][C:3]1=[O:4].[OH-:9].[K+:10], predict the reaction product. The product is: [K+:10].[OH:5][CH2:6][CH2:7][C:2]([CH3:8])([CH3:1])[C:3]([O-:9])=[O:4]. (2) Given the reactants [C:1]1([N:7]([CH2:30][CH2:31][CH2:32][O:33][CH2:34][C:35]2[CH:40]=[CH:39][CH:38]=[CH:37][CH:36]=2)[C:8]([C:10]2[CH:29]=[CH:28][C:13]3[N:14]([CH3:27])[C:15]([CH2:17][NH:18][C:19]4[CH:24]=[CH:23][C:22]([C:25]#[N:26])=[CH:21][CH:20]=4)=[N:16][C:12]=3[CH:11]=2)=[O:9])[CH:6]=[CH:5][CH:4]=[CH:3][CH:2]=1.[ClH:41].C(O)C.C(=O)([O-])[O-].[NH4+:49].[NH4+], predict the reaction product. The product is: [ClH:41].[C:1]1([N:7]([CH2:30][CH2:31][CH2:32][O:33][CH2:34][C:35]2[CH:40]=[CH:39][CH:38]=[CH:37][CH:36]=2)[C:8]([C:10]2[CH:29]=[CH:28][C:13]3[N:14]([CH3:27])[C:15]([CH2:17][NH:18][C:19]4[CH:24]=[CH:23][C:22]([C:25](=[NH:49])[NH2:26])=[CH:21][CH:20]=4)=[N:16][C:12]=3[CH:11]=2)=[O:9])[CH:2]=[CH:3][CH:4]=[CH:5][CH:6]=1. (3) Given the reactants [O:1]1[C:6]2[CH:7]=[CH:8][C:9]([S:11][C:12]3[CH:17]=[CH:16][C:15](/[CH:18]=[CH:19]/[C:20]([N:22]4[CH2:27][CH2:26][NH:25][CH2:24][CH:23]4[C:28]([O:30]C)=[O:29])=[O:21])=[CH:14][C:13]=3[C:32]([F:35])([F:34])[F:33])=[CH:10][C:5]=2[O:4][CH2:3][CH2:2]1.Cl[C:37]([O:39][CH3:40])=[O:38].N1C=CC=CC=1.[OH-].[Na+].CCO, predict the reaction product. The product is: [O:1]1[C:6]2[CH:7]=[CH:8][C:9]([S:11][C:12]3[CH:17]=[CH:16][C:15](/[CH:18]=[CH:19]/[C:20]([N:22]4[CH2:27][CH2:26][N:25]([C:37]([O:39][CH3:40])=[O:38])[CH2:24][CH:23]4[C:28]([OH:30])=[O:29])=[O:21])=[CH:14][C:13]=3[C:32]([F:35])([F:33])[F:34])=[CH:10][C:5]=2[O:4][CH2:3][CH2:2]1. (4) Given the reactants [Br:1][C:2]1[CH:3]=[C:4]([NH2:8])[CH:5]=[N:6][CH:7]=1.N1C=CC=CC=1.Cl[C:16]([O:18][CH2:19][CH3:20])=[O:17].O, predict the reaction product. The product is: [CH2:19]([O:18][C:16](=[O:17])[NH:8][C:4]1[CH:5]=[N:6][CH:7]=[C:2]([Br:1])[CH:3]=1)[CH3:20].